From a dataset of Full USPTO retrosynthesis dataset with 1.9M reactions from patents (1976-2016). Predict the reactants needed to synthesize the given product. The reactants are: [Cl:1][C:2]1[C:13]([N+:14]([O-:16])=[O:15])=[CH:12][C:11]([N+:17]([O-:19])=[O:18])=[CH:10][C:3]=1[C:4]([NH:6][CH2:7][CH2:8][OH:9])=[O:5].[O:20]1[CH:25]=[CH:24][CH2:23][CH2:22][CH2:21]1.C1(C)C=CC(S(O)(=O)=O)=CC=1. Given the product [Cl:1][C:2]1[C:13]([N+:14]([O-:16])=[O:15])=[CH:12][C:11]([N+:17]([O-:19])=[O:18])=[CH:10][C:3]=1[C:4]([NH:6][CH2:7][CH2:8][O:9][CH:21]1[CH2:22][CH2:23][CH2:24][CH2:25][O:20]1)=[O:5], predict the reactants needed to synthesize it.